Task: Predict the reaction yield, written as a fraction of the theoretical maximum amount of product (1.0 means a 100% yield; for example, 0.34 means a 34% yield).. Dataset: Reaction yield outcomes from USPTO patents with 853,638 reactions (1) The reactants are [N:1]1[CH:6]=[CH:5][CH:4]=[N:3][C:2]=1[O:7][C:8]1[CH:9]=[C:10]([CH2:14]O)[CH:11]=[CH:12][CH:13]=1.C(N(CC)CC)C.CS(Cl)(=O)=O.[N-:28]=[N+:29]=[N-:30].[Na+]. The catalyst is ClCCl.O. The product is [N:28]([CH2:14][C:10]1[CH:9]=[C:8]([CH:13]=[CH:12][CH:11]=1)[O:7][C:2]1[N:3]=[CH:4][CH:5]=[CH:6][N:1]=1)=[N+:29]=[N-:30]. The yield is 0.860. (2) The reactants are Br[CH2:2][C:3]([O:5][C:6]([CH3:9])([CH3:8])[CH3:7])=[O:4].CC([O-])(C)C.[Na+].[CH3:16][O:17][C:18]([C:20]1[S:31][C:23]2[C:24]3[CH:25]=[CH:26][CH:27]=[CH:28][C:29]=3[S:30][C:22]=2[C:21]=1[OH:32])=[O:19].O. The catalyst is CN(C=O)C. The product is [CH3:16][O:17][C:18]([C:20]1[S:31][C:23]2[C:24]3[CH:25]=[CH:26][CH:27]=[CH:28][C:29]=3[S:30][C:22]=2[C:21]=1[O:32][CH2:2][C:3]([O:5][C:6]([CH3:9])([CH3:8])[CH3:7])=[O:4])=[O:19]. The yield is 0.860. (3) The catalyst is CO. The product is [CH2:1]([O:8][C:9]([C@@H:10]([NH:11][CH2:17][CH2:16][CH2:22][S:19]([OH:21])(=[O:20])=[O:18])[CH:12]([CH3:13])[CH3:14])=[O:15])[C:2]1[CH:7]=[CH:6][CH:5]=[CH:4][CH:3]=1. The yield is 0.390. The reactants are [CH2:1]([O:8][C:9](=[O:15])[C@H:10]([CH:12]([CH3:14])[CH3:13])[NH2:11])[C:2]1[CH:7]=[CH:6][CH:5]=[CH:4][CH:3]=1.[CH2:16]1[CH2:22][S:19](=[O:21])(=[O:20])[O:18][CH2:17]1. (4) The reactants are [CH3:1][O:2][C:3]1[C:4]([NH:14][C:15](=[O:19])OCC)=[N:5][C:6]2[C:11]([N:12]=1)=[CH:10][C:9]([CH3:13])=[CH:8][CH:7]=2.[N+:20]([C:23]1[CH:28]=[CH:27][C:26]([N:29]2[CH2:34][CH2:33][NH:32][CH2:31][CH2:30]2)=[CH:25][CH:24]=1)([O-:22])=[O:21]. No catalyst specified. The product is [CH3:1][O:2][C:3]1[C:4]([NH:14][C:15]([N:32]2[CH2:33][CH2:34][N:29]([C:26]3[CH:25]=[CH:24][C:23]([N+:20]([O-:22])=[O:21])=[CH:28][CH:27]=3)[CH2:30][CH2:31]2)=[O:19])=[N:5][C:6]2[C:11]([N:12]=1)=[CH:10][C:9]([CH3:13])=[CH:8][CH:7]=2. The yield is 0.890. (5) The reactants are [Br:1][C:2]1[CH:22]=[CH:21][C:5]([O:6][CH2:7][CH:8]2[CH2:13][CH2:12][N:11](C(OC(C)(C)C)=O)[CH2:10][CH2:9]2)=[C:4]([CH:23]=[O:24])[CH:3]=1.[ClH:25].O1CCOCC1. The catalyst is C(Cl)Cl. The product is [ClH:25].[Br:1][C:2]1[CH:22]=[CH:21][C:5]([O:6][CH2:7][CH:8]2[CH2:9][CH2:10][NH:11][CH2:12][CH2:13]2)=[C:4]([CH:3]=1)[CH:23]=[O:24]. The yield is 0.700. (6) The reactants are [CH:1]([Si:4]([CH:48]([CH3:50])[CH3:49])([CH:45]([CH3:47])[CH3:46])[O:5][C@H:6]1[C@H:11]([O:12][Si:13]([CH:20]([CH3:22])[CH3:21])([CH:17]([CH3:19])[CH3:18])[CH:14]([CH3:16])[CH3:15])[CH:10]=[C:9]([C:23]2[C:28]([N+:29]([O-:31])=[O:30])=[C:27]([Cl:32])[N:26]=[CH:25][N:24]=2)[O:8][C@@H:7]1[CH2:33][O:34][Si](C(C)C)(C(C)C)C(C)C)([CH3:3])[CH3:2].Cl.C(=O)(O)[O-].[Na+]. The catalyst is C1COCC1. The product is [Cl:32][C:27]1[N:26]=[CH:25][N:24]=[C:23]([C:9]2[O:8][C@H:7]([CH2:33][OH:34])[C@@H:6]([O:5][Si:4]([CH:1]([CH3:3])[CH3:2])([CH:45]([CH3:46])[CH3:47])[CH:48]([CH3:49])[CH3:50])[C@H:11]([O:12][Si:13]([CH:14]([CH3:16])[CH3:15])([CH:17]([CH3:19])[CH3:18])[CH:20]([CH3:22])[CH3:21])[CH:10]=2)[C:28]=1[N+:29]([O-:31])=[O:30]. The yield is 0.500. (7) The reactants are [Br:1][C:2]1[CH:18]=[CH:17][C:5]([CH:6]=[C:7]2[C:12](=[O:13])OC(C)(C)OC2=O)=[CH:4][CH:3]=1.[CH2:19]([N:21]1[C:25]([NH2:26])=[CH:24][C:23]([C:27]2[CH:32]=[CH:31][CH:30]=[CH:29][N:28]=2)=[N:22]1)[CH3:20].[CH3:33]N(C=O)C. The catalyst is O. The product is [Br:1][C:2]1[CH:3]=[CH:4][C:5]([CH:6]2[CH2:7][C:12](=[O:13])[NH:26][C:25]3[N:21]([CH2:19][CH3:20])[N:22]=[C:23]([C:27]4[CH:32]=[CH:31][CH:30]=[CH:29][N:28]=4)[C:24]2=3)=[C:17]([CH3:33])[CH:18]=1. The yield is 0.800.